From a dataset of NCI-60 drug combinations with 297,098 pairs across 59 cell lines. Regression. Given two drug SMILES strings and cell line genomic features, predict the synergy score measuring deviation from expected non-interaction effect. (1) Drug 1: COC1=CC(=CC(=C1O)OC)C2C3C(COC3=O)C(C4=CC5=C(C=C24)OCO5)OC6C(C(C7C(O6)COC(O7)C8=CC=CS8)O)O. Drug 2: C1CCC(CC1)NC(=O)N(CCCl)N=O. Cell line: HT29. Synergy scores: CSS=30.8, Synergy_ZIP=-9.84, Synergy_Bliss=-10.9, Synergy_Loewe=-30.8, Synergy_HSA=-9.73. (2) Drug 1: COC1=CC(=CC(=C1O)OC)C2C3C(COC3=O)C(C4=CC5=C(C=C24)OCO5)OC6C(C(C7C(O6)COC(O7)C8=CC=CS8)O)O. Drug 2: CC(C)NC(=O)C1=CC=C(C=C1)CNNC.Cl. Cell line: DU-145. Synergy scores: CSS=28.9, Synergy_ZIP=4.53, Synergy_Bliss=5.17, Synergy_Loewe=-38.2, Synergy_HSA=4.08. (3) Drug 1: COC1=C(C=C2C(=C1)N=CN=C2NC3=CC(=C(C=C3)F)Cl)OCCCN4CCOCC4. Drug 2: CC1CCCC2(C(O2)CC(NC(=O)CC(C(C(=O)C(C1O)C)(C)C)O)C(=CC3=CSC(=N3)C)C)C. Cell line: SK-MEL-5. Synergy scores: CSS=34.9, Synergy_ZIP=-3.37, Synergy_Bliss=3.07, Synergy_Loewe=1.95, Synergy_HSA=1.80. (4) Drug 1: CC1=CC2C(CCC3(C2CCC3(C(=O)C)OC(=O)C)C)C4(C1=CC(=O)CC4)C. Drug 2: CN1C2=C(C=C(C=C2)N(CCCl)CCCl)N=C1CCCC(=O)O.Cl. Cell line: DU-145. Synergy scores: CSS=-5.44, Synergy_ZIP=3.11, Synergy_Bliss=2.46, Synergy_Loewe=-3.39, Synergy_HSA=-2.68. (5) Drug 1: C1=CC(=CC=C1CCCC(=O)O)N(CCCl)CCCl. Drug 2: CC(C)CN1C=NC2=C1C3=CC=CC=C3N=C2N. Cell line: NCI/ADR-RES. Synergy scores: CSS=14.5, Synergy_ZIP=-6.49, Synergy_Bliss=0.222, Synergy_Loewe=-2.07, Synergy_HSA=-1.53. (6) Drug 1: CN1CCC(CC1)COC2=C(C=C3C(=C2)N=CN=C3NC4=C(C=C(C=C4)Br)F)OC. Drug 2: C1=CC(=C2C(=C1NCCNCCO)C(=O)C3=C(C=CC(=C3C2=O)O)O)NCCNCCO. Cell line: LOX IMVI. Synergy scores: CSS=52.0, Synergy_ZIP=5.98, Synergy_Bliss=6.49, Synergy_Loewe=7.74, Synergy_HSA=9.25. (7) Drug 1: CC1=C2C(C(=O)C3(C(CC4C(C3C(C(C2(C)C)(CC1OC(=O)C(C(C5=CC=CC=C5)NC(=O)C6=CC=CC=C6)O)O)OC(=O)C7=CC=CC=C7)(CO4)OC(=O)C)O)C)OC(=O)C. Drug 2: CCC1(CC2CC(C3=C(CCN(C2)C1)C4=CC=CC=C4N3)(C5=C(C=C6C(=C5)C78CCN9C7C(C=CC9)(C(C(C8N6C)(C(=O)OC)O)OC(=O)C)CC)OC)C(=O)OC)O.OS(=O)(=O)O. Cell line: OVCAR-8. Synergy scores: CSS=2.72, Synergy_ZIP=2.71, Synergy_Bliss=3.90, Synergy_Loewe=0.741, Synergy_HSA=1.15.